This data is from Peptide-MHC class I binding affinity with 185,985 pairs from IEDB/IMGT. The task is: Regression. Given a peptide amino acid sequence and an MHC pseudo amino acid sequence, predict their binding affinity value. This is MHC class I binding data. (1) The peptide sequence is TSSARSSEW. The MHC is HLA-A02:01 with pseudo-sequence HLA-A02:01. The binding affinity (normalized) is 0.0847. (2) The peptide sequence is KSYEHQTPF. The MHC is HLA-A01:01 with pseudo-sequence HLA-A01:01. The binding affinity (normalized) is 0.0565.